From a dataset of Full USPTO retrosynthesis dataset with 1.9M reactions from patents (1976-2016). Predict the reactants needed to synthesize the given product. (1) The reactants are: C([Li])CCC.C(NC(C)C)(C)C.[S:13]1[C:17]2[CH2:18][CH2:19][CH:20]([C:22]([OH:24])=[O:23])[CH2:21][C:16]=2[N:15]=[CH:14]1.[N:25]1[C:34]2[CH2:33][CH2:32][CH2:31][C:30](=[O:35])[C:29]=2[CH:28]=[N:27][CH:26]=1. Given the product [OH:35][C:30]1([C:20]2([C:22]([OH:24])=[O:23])[CH2:21][C:16]3[N:15]=[CH:14][S:13][C:17]=3[CH2:18][CH2:19]2)[CH2:31][CH2:32][CH2:33][C:34]2[N:25]=[CH:26][N:27]=[CH:28][C:29]1=2, predict the reactants needed to synthesize it. (2) The reactants are: [F:1][C:2]1[CH:7]=[CH:6][C:5]([C:8]2[C:17]([N:18]3[CH2:23][CH2:22][NH:21][CH2:20][CH2:19]3)=[N:16][C:15]3[C:10](=[CH:11][CH:12]=[C:13]([C:24]([O:26][CH3:27])=[O:25])[CH:14]=3)[N:9]=2)=[CH:4][CH:3]=1.CCN(CC)CC.[C:35](Cl)(=[O:37])[CH3:36]. Given the product [C:35]([N:21]1[CH2:22][CH2:23][N:18]([C:17]2[C:8]([C:5]3[CH:6]=[CH:7][C:2]([F:1])=[CH:3][CH:4]=3)=[N:9][C:10]3[C:15]([N:16]=2)=[CH:14][C:13]([C:24]([O:26][CH3:27])=[O:25])=[CH:12][CH:11]=3)[CH2:19][CH2:20]1)(=[O:37])[CH3:36], predict the reactants needed to synthesize it. (3) Given the product [CH3:13][O:14][C:15]1[CH:16]=[C:17](/[C:18](=[CH:4]/[C:3]2[CH:6]=[C:7]([N+:10]([O-:12])=[O:11])[CH:8]=[CH:9][C:2]=2[F:1])/[C:19]#[N:20])[CH:21]=[CH:22][C:23]=1[O:24][CH3:25], predict the reactants needed to synthesize it. The reactants are: [F:1][C:2]1[CH:9]=[CH:8][C:7]([N+:10]([O-:12])=[O:11])=[CH:6][C:3]=1[CH:4]=O.[CH3:13][O:14][C:15]1[CH:16]=[C:17]([CH:21]=[CH:22][C:23]=1[O:24][CH3:25])[CH2:18][C:19]#[N:20]. (4) Given the product [CH2:22]([NH:1][CH2:2][CH2:3][C:4]1[N:8]([C@@H:9]2[CH2:18][C:17]3[C:12](=[C:13]([F:20])[CH:14]=[C:15]([F:19])[CH:16]=3)[O:11][CH2:10]2)[C:7](=[S:21])[NH:6][CH:5]=1)[C:23]1[CH:28]=[CH:27][CH:26]=[CH:25][CH:24]=1, predict the reactants needed to synthesize it. The reactants are: [NH2:1][CH2:2][CH2:3][C:4]1[N:8]([C@@H:9]2[CH2:18][C:17]3[C:12](=[C:13]([F:20])[CH:14]=[C:15]([F:19])[CH:16]=3)[O:11][CH2:10]2)[C:7](=[S:21])[NH:6][CH:5]=1.[CH:22](=O)[C:23]1[CH:28]=[CH:27][CH:26]=[CH:25][CH:24]=1.ClCCl. (5) The reactants are: [CH2:1]([O:4][C:5]([N:7]1[CH2:12][CH2:11][C:10]2[C:13]([C:17](=[O:19])[NH2:18])=[C:14]([NH2:16])[S:15][C:9]=2[CH2:8]1)=[O:6])[CH:2]=[CH2:3].[Cl:20][C:21]1[CH:26]=[CH:25][C:24]([N:27]=[C:28]=[O:29])=[CH:23][CH:22]=1. Given the product [CH2:1]([O:4][C:5]([N:7]1[CH2:12][CH2:11][C:10]2[C:13]([C:17](=[O:19])[NH2:18])=[C:14]([NH:16][C:28]([NH:27][C:24]3[CH:25]=[CH:26][C:21]([Cl:20])=[CH:22][CH:23]=3)=[O:29])[S:15][C:9]=2[CH2:8]1)=[O:6])[CH:2]=[CH2:3], predict the reactants needed to synthesize it. (6) Given the product [OH:1][C@:2]1([CH3:24])[CH2:19][CH2:18][C@@:17]2([CH3:20])[C@@H:4]([CH2:5][CH2:6][C@@H:7]3[C@@H:16]2[CH2:15][CH2:14][C@@:12]2([CH3:13])[C@H:8]3[CH2:9][CH2:10][C@@H:11]2[C:21]2[CH:36]=[C:35]([C@@H:34]([OH:37])[CH3:33])[O:23][N:22]=2)[CH2:3]1, predict the reactants needed to synthesize it. The reactants are: [OH:1][C@:2]1([CH3:24])[CH2:19][CH2:18][C@@:17]2([CH3:20])[C@@H:4]([CH2:5][CH2:6][C@@H:7]3[C@@H:16]2[CH2:15][CH2:14][C@@:12]2([CH3:13])[C@H:8]3[CH2:9][CH2:10][C@@H:11]2[CH:21]=[N:22][OH:23])[CH2:3]1.ClN1C(=O)CCC1=O.[CH3:33][C@H:34]([OH:37])[C:35]#[CH:36].C(N(CC)C(C)C)(C)C. (7) Given the product [Br:1][C:2]1[CH:3]=[C:4]([CH:13]=[CH:14][C:15]=1[O:16][CH:17]1[CH2:18][CH2:19][CH2:20][CH2:21]1)[C:5]([OH:7])=[O:6], predict the reactants needed to synthesize it. The reactants are: [Br:1][C:2]1[CH:3]=[C:4]([CH:13]=[CH:14][C:15]=1[O:16][CH:17]1[CH2:21][CH2:20][CH2:19][CH2:18]1)[C:5]([O:7]C1CCCC1)=[O:6].[Li+].[OH-].O. (8) Given the product [CH2:4]([C:5]1[O:13][C:12]2[CH:11]=[CH:10][C:9]([NH2:14])=[CH:8][C:7]=2[CH:6]=1)[CH2:3][CH2:2][CH3:1], predict the reactants needed to synthesize it. The reactants are: [CH3:1][CH2:2][CH2:3][CH2:4][C:5]1[O:13][C:12]2[CH:11]=[CH:10][C:9]([NH:14]S(C)(=O)=O)=[CH:8][C:7]=2[C:6]=1C(C1C=CC(OCCCN(CCCC)CCCC)=CC=1)=O.C(C1OC2C=CC([N+]([O-])=O)=CC=2C=1)CCC.[H][H].